This data is from Forward reaction prediction with 1.9M reactions from USPTO patents (1976-2016). The task is: Predict the product of the given reaction. (1) The product is: [NH2:1][C:2]1[N:10]=[CH:9][N:8]=[C:7]2[C:3]=1[N:4]=[CH:5][N:6]2[C@H:11]1[C@@H:15]2[O:16][C:17]([CH3:20])([CH3:19])[O:18][C@@H:14]2[C@@H:13]([CH2:21][S:22][CH2:23][CH2:24][CH2:25][CH2:26][C:27]([OH:29])=[O:28])[O:12]1. Given the reactants [NH2:1][C:2]1[N:10]=[CH:9][N:8]=[C:7]2[C:3]=1[N:4]=[CH:5][N:6]2[C@H:11]1[C@@H:15]2[O:16][C:17]([CH3:20])([CH3:19])[O:18][C@@H:14]2[C@@H:13]([CH2:21][S:22][CH2:23][CH2:24][CH2:25][CH2:26][C:27]([O:29]C)=[O:28])[O:12]1.[Li+].[OH-], predict the reaction product. (2) The product is: [NH2:21][C:3]1[C:2]([F:1])=[C:7]([C:8]([C:10]2[CH:11]=[C:12]3[C:17](=[CH:18][CH:19]=2)[N:16]=[CH:15][CH:14]=[N:13]3)=[O:9])[C:6]([F:20])=[CH:5][CH:4]=1. Given the reactants [F:1][C:2]1[C:7]([C:8]([C:10]2[CH:11]=[C:12]3[C:17](=[CH:18][CH:19]=2)[N:16]=[CH:15][CH:14]=[N:13]3)=[O:9])=[C:6]([F:20])[CH:5]=[CH:4][C:3]=1[NH:21]C(=O)OC(C)(C)C, predict the reaction product. (3) Given the reactants [F:1][C:2]([F:17])([F:16])[CH:3]([C:5]1[CH2:6][C:7](F)([C:11]([F:14])([F:13])[F:12])[CH:8]=[CH:9][CH:10]=1)[NH2:4].[C:18]([O:22][C:23]([NH:25][CH2:26][C:27]1[CH:28]=[C:29]2[CH:36]=[C:35]([C:37](O)=[O:38])[NH:34][C:30]2=[N:31][C:32]=1[CH3:33])=[O:24])([CH3:21])([CH3:20])[CH3:19].F[P-](F)(F)(F)(F)F.N1(OC(N(C)C)=[N+](C)C)C2C=CC=CC=2N=N1.CN1CCOCC1, predict the reaction product. The product is: [CH3:33][C:32]1[N:31]=[C:30]2[NH:34][C:35]([C:37](=[O:38])[NH:4][CH:3]([C:5]3[CH:10]=[CH:9][CH:8]=[C:7]([C:11]([F:14])([F:13])[F:12])[CH:6]=3)[C:2]([F:17])([F:16])[F:1])=[CH:36][C:29]2=[CH:28][C:27]=1[CH2:26][NH:25][C:23](=[O:24])[O:22][C:18]([CH3:20])([CH3:19])[CH3:21]. (4) Given the reactants [Si:1]([O:18][CH2:19][C:20]1[N:25]=[C:24]2[C:26]([C:29]([O:31]CC)=O)=[N:27][O:28][C:23]2=[C:22]([Cl:34])[C:21]=1[N:35]1[CH2:40][C@H:39]([CH3:41])[O:38][C@H:37]([CH3:42])[CH2:36]1)([C:14]([CH3:17])([CH3:16])[CH3:15])([C:8]1[CH:13]=[CH:12][CH:11]=[CH:10][CH:9]=1)[C:2]1[CH:7]=[CH:6][CH:5]=[CH:4][CH:3]=1.[CH3:43][NH2:44], predict the reaction product. The product is: [Si:1]([O:18][CH2:19][C:20]1[N:25]=[C:24]2[C:26]([C:29]([NH:44][CH3:43])=[O:31])=[N:27][O:28][C:23]2=[C:22]([Cl:34])[C:21]=1[N:35]1[CH2:40][C@H:39]([CH3:41])[O:38][C@H:37]([CH3:42])[CH2:36]1)([C:14]([CH3:16])([CH3:15])[CH3:17])([C:8]1[CH:9]=[CH:10][CH:11]=[CH:12][CH:13]=1)[C:2]1[CH:7]=[CH:6][CH:5]=[CH:4][CH:3]=1. (5) Given the reactants [H-].[Na+].[CH3:3][O:4][P:5]([CH2:9][C:10](=[O:12])[CH3:11])(=[O:8])[O:6][CH3:7].S([N:23]=[N+:24]=[N-])(C1C=CC(C)=CC=1)(=O)=O, predict the reaction product. The product is: [CH3:3][O:4][P:5]([C:9](=[N+:23]=[N-:24])[C:10](=[O:12])[CH3:11])(=[O:8])[O:6][CH3:7]. (6) Given the reactants Br[C:2]1[CH:7]=[CH:6][C:5]([S:8]([NH:11][CH:12]2[CH2:14][CH2:13]2)(=[O:10])=[O:9])=[C:4]([C:15]([F:18])([F:17])[F:16])[CH:3]=1.[C:19]([C:21]1[N:25]([CH3:26])[C:24](B(O)O)=[CH:23][CH:22]=1)#[N:20].[F-].[K+].C(P(C(C)(C)C)C(C)(C)C)(C)(C)C, predict the reaction product. The product is: [C:19]([C:21]1[N:25]([CH3:26])[C:24]([C:2]2[CH:7]=[CH:6][C:5]([S:8]([NH:11][CH:12]3[CH2:14][CH2:13]3)(=[O:10])=[O:9])=[C:4]([C:15]([F:18])([F:17])[F:16])[CH:3]=2)=[CH:23][CH:22]=1)#[N:20]. (7) Given the reactants [C:1]1([C@H:7]2[N:21]3[C:22]4[C:14]([C:15]5[C:16](=[O:23])[CH2:17][CH2:18][CH2:19][C:20]=53)=[CH:13][CH:12]=[CH:11][C:10]=4[O:9][CH2:8]2)[CH:6]=[CH:5][CH:4]=[CH:3][CH:2]=1.[Cl-].[Li+].[Br-].[Li+].C(=O)([O-])[O-].[Li+].[Li+], predict the reaction product. The product is: [C:1]1([C@H:7]2[N:21]3[C:22]4[C:14]([C:15]5[C:20]3=[CH:19][CH:18]=[CH:17][C:16]=5[OH:23])=[CH:13][CH:12]=[CH:11][C:10]=4[O:9][CH2:8]2)[CH:2]=[CH:3][CH:4]=[CH:5][CH:6]=1. (8) Given the reactants [Cl:1][C:2]1[CH:7]=[CH:6][C:5]([NH:8][C:9]([C:11]2[CH:28]=[CH:27][C:14]([CH2:15][NH:16][C:17](=[O:26])ON3C(=O)CCC3=O)=[C:13]([F:29])[C:12]=2[F:30])=[O:10])=[C:4]([N:31]2[CH2:36][CH2:35][N:34]([CH2:37][CH2:38][C:39]([F:42])([F:41])[F:40])[CH2:33][CH2:32]2)[CH:3]=1.[NH:43]1[CH2:48][CH2:47][NH:46][CH2:45][CH2:44]1.CCN(C(C)C)C(C)C, predict the reaction product. The product is: [Cl:1][C:2]1[CH:7]=[CH:6][C:5]([NH:8][C:9]([C:11]2[CH:28]=[CH:27][C:14]([CH2:15][NH:16][C:17]([N:43]3[CH2:48][CH2:47][NH:46][CH2:45][CH2:44]3)=[O:26])=[C:13]([F:29])[C:12]=2[F:30])=[O:10])=[C:4]([N:31]2[CH2:36][CH2:35][N:34]([CH2:37][CH2:38][C:39]([F:40])([F:42])[F:41])[CH2:33][CH2:32]2)[CH:3]=1.